From a dataset of Reaction yield outcomes from USPTO patents with 853,638 reactions. Predict the reaction yield, written as a fraction of the theoretical maximum amount of product (1.0 means a 100% yield; for example, 0.34 means a 34% yield). (1) The reactants are [N:1]1[CH:6]=[CH:5][CH:4]=[CH:3][C:2]=1[CH2:7][NH2:8].C(N(CC)C(C)C)(C)C.Cl[C:19](=[O:25])[C:20]([O:22][CH2:23][CH3:24])=[O:21]. The catalyst is ClCCl. The product is [O:25]=[C:19]([NH:8][CH2:7][C:2]1[CH:3]=[CH:4][CH:5]=[CH:6][N:1]=1)[C:20]([O:22][CH2:23][CH3:24])=[O:21]. The yield is 0.620. (2) The product is [F:38][C:32]1[CH:33]=[CH:34][CH:35]=[C:36]([F:37])[C:31]=1[C:29]1[S:30][C:26]([NH:25][C:23](=[O:24])[O:22][C:18]([CH3:20])([CH3:19])[CH3:21])=[C:27]([C:39](=[O:40])[NH:17][C:5]2[CH:4]=[N:3][N:2]([CH3:1])[C:6]=2[N:7]2[CH2:12][CH2:11][NH:10][CH:9]([C:13]([F:16])([F:15])[F:14])[CH2:8]2)[N:28]=1. The reactants are [CH3:1][N:2]1[C:6]([N:7]2[CH2:12][CH2:11][NH:10][CH:9]([C:13]([F:16])([F:15])[F:14])[CH2:8]2)=[C:5]([NH2:17])[CH:4]=[N:3]1.[C:18]([O:22][C:23]([NH:25][C:26]1[S:30][C:29]([C:31]2[C:36]([F:37])=[CH:35][CH:34]=[CH:33][C:32]=2[F:38])=[N:28][C:27]=1[C:39](O)=[O:40])=[O:24])([CH3:21])([CH3:20])[CH3:19].CN(C(ON1N=NC2C=CC=NC1=2)=[N+](C)C)C.F[P-](F)(F)(F)(F)F.O. The catalyst is CN(C=O)C. The yield is 0.520.